From a dataset of NCI-60 drug combinations with 297,098 pairs across 59 cell lines. Regression. Given two drug SMILES strings and cell line genomic features, predict the synergy score measuring deviation from expected non-interaction effect. (1) Drug 1: C1=C(C(=O)NC(=O)N1)F. Drug 2: CC1=C(N=C(N=C1N)C(CC(=O)N)NCC(C(=O)N)N)C(=O)NC(C(C2=CN=CN2)OC3C(C(C(C(O3)CO)O)O)OC4C(C(C(C(O4)CO)O)OC(=O)N)O)C(=O)NC(C)C(C(C)C(=O)NC(C(C)O)C(=O)NCCC5=NC(=CS5)C6=NC(=CS6)C(=O)NCCC[S+](C)C)O. Cell line: K-562. Synergy scores: CSS=44.9, Synergy_ZIP=2.23, Synergy_Bliss=5.36, Synergy_Loewe=1.57, Synergy_HSA=1.40. (2) Drug 1: CC1=CC2C(CCC3(C2CCC3(C(=O)C)OC(=O)C)C)C4(C1=CC(=O)CC4)C. Drug 2: C1CNP(=O)(OC1)N(CCCl)CCCl. Cell line: KM12. Synergy scores: CSS=3.09, Synergy_ZIP=5.27, Synergy_Bliss=11.5, Synergy_Loewe=5.47, Synergy_HSA=3.83.